Dataset: Catalyst prediction with 721,799 reactions and 888 catalyst types from USPTO. Task: Predict which catalyst facilitates the given reaction. Reactant: [CH3:1][CH2:2][C:3]([C:5]1[CH:10]=[CH:9][C:8]([O:11][CH3:12])=[C:7]([F:13])[CH:6]=1)=[O:4].C[Si](C)(C)N[Si](C)(C)C.[Li].Br[CH2:25][C:26]([O:28]C)=[O:27].[Cl-].[NH4+]. The catalyst class is: 1. Product: [F:13][C:7]1[CH:6]=[C:5]([C:3](=[O:4])[CH:2]([CH3:1])[CH2:25][C:26]([OH:28])=[O:27])[CH:10]=[CH:9][C:8]=1[O:11][CH3:12].